Dataset: Catalyst prediction with 721,799 reactions and 888 catalyst types from USPTO. Task: Predict which catalyst facilitates the given reaction. (1) Reactant: [OH:1][CH2:2][CH2:3][O:4][C:5]1[CH:10]=[CH:9][C:8]([C:11]2[C:16]([C:17]#[N:18])=[C:15]([SH:19])[N:14]=[C:13]([O:20][CH3:21])[C:12]=2[C:22]#[N:23])=[CH:7][CH:6]=1.Cl[CH2:25][C:26]1[N:27]=[C:28]([C:31]2[CH:36]=[CH:35][C:34]([Cl:37])=[CH:33][CH:32]=2)[S:29][CH:30]=1.C(=O)(O)[O-].[Na+].O. Product: [Cl:37][C:34]1[CH:33]=[CH:32][C:31]([C:28]2[S:29][CH:30]=[C:26]([CH2:25][S:19][C:15]3[C:16]([C:17]#[N:18])=[C:11]([C:8]4[CH:9]=[CH:10][C:5]([O:4][CH2:3][CH2:2][OH:1])=[CH:6][CH:7]=4)[C:12]([C:22]#[N:23])=[C:13]([O:20][CH3:21])[N:14]=3)[N:27]=2)=[CH:36][CH:35]=1. The catalyst class is: 121. (2) Reactant: [Br:1][C:2]1[CH:8]=[CH:7][C:6]([N+:9]([O-:11])=[O:10])=[CH:5][C:3]=1[NH2:4].[N:12]([O-])=O.[Na+].[Sn](Cl)Cl. Product: [Br:1][C:2]1[CH:8]=[CH:7][C:6]([N+:9]([O-:11])=[O:10])=[CH:5][C:3]=1[NH:4][NH2:12]. The catalyst class is: 126. (3) Reactant: C(Cl)(=O)C(Cl)=O.CS(C)=O.[CH3:11][C:12]1[S:13][C:14]2[C:20]([CH2:21][OH:22])=[CH:19][CH:18]=[CH:17][C:15]=2[N:16]=1.C(N(CC)CC)C.[Cl-].[NH4+]. Product: [CH3:11][C:12]1[S:13][C:14]2[C:20]([CH:21]=[O:22])=[CH:19][CH:18]=[CH:17][C:15]=2[N:16]=1. The catalyst class is: 4. (4) Reactant: [Br:1][C:2]1[CH:17]=[CH:16][C:5]([CH2:6][CH:7]2[CH2:12][C:11](=[O:13])[CH2:10][CH2:9][CH:8]2[CH:14]=[O:15])=[CH:4][CH:3]=1.CC([OH:22])(C)C.CC(=CC)C.Cl([O-])=O.[Na+]. Product: [Br:1][C:2]1[CH:3]=[CH:4][C:5]([CH2:6][CH:7]2[CH2:12][C:11](=[O:13])[CH2:10][CH2:9][CH:8]2[C:14]([OH:22])=[O:15])=[CH:16][CH:17]=1. The catalyst class is: 249.